Dataset: Reaction yield outcomes from USPTO patents with 853,638 reactions. Task: Predict the reaction yield, written as a fraction of the theoretical maximum amount of product (1.0 means a 100% yield; for example, 0.34 means a 34% yield). (1) The reactants are O=C1C2C(=CC=C(NC([NH:14][C:15]3[CH:20]=[CH:19][CH:18]=[CH:17][C:16]=3[N:21]3[CH2:26][CH2:25][CH2:24][CH2:23][CH2:22]3)=O)C=2)N(CCC)N1.C(N1C2C(=CC([N+]([O-])=O)=CC=2)C(=O)N1)C=C. No catalyst specified. The product is [N:21]1([C:16]2[CH:17]=[CH:18][CH:19]=[CH:20][C:15]=2[NH2:14])[CH2:26][CH2:25][CH2:24][CH2:23][CH2:22]1. The yield is 0.150. (2) The reactants are Br[C:2]1[CH:3]=[CH:4][C:5]2[O:14][CH2:13][CH2:12][C:11]3[S:10][C:9]([C:15]4[N:16]([CH:20]([CH3:22])[CH3:21])[N:17]=[CH:18][N:19]=4)=[N:8][C:7]=3[C:6]=2[CH:23]=1.[CH2:24]([CH2:26][NH2:27])[OH:25].C1(P(C2C=CC=CC=2)C2C3[O:47][C:46]4C(=CC=CC=4P(C4C=CC=CC=4)C4C=CC=CC=4)C(C)(C)C=3C=CC=2)C=CC=CC=1.C(=O)([O-])[O-].[Na+].[Na+]. The catalyst is CC([O-])=O.CC([O-])=O.[Pd+2].C1(C)C=CC=CC=1. The product is [OH:25][CH2:24][CH2:26][NH:27][C:46]([C:2]1[CH:3]=[CH:4][C:5]2[O:14][CH2:13][CH2:12][C:11]3[S:10][C:9]([C:15]4[N:16]([CH:20]([CH3:22])[CH3:21])[N:17]=[CH:18][N:19]=4)=[N:8][C:7]=3[C:6]=2[CH:23]=1)=[O:47]. The yield is 0.0800.